From a dataset of Forward reaction prediction with 1.9M reactions from USPTO patents (1976-2016). Predict the product of the given reaction. (1) Given the reactants [CH2:1]([N:8]1[C:12](=[O:13])[C:11]2[CH:14]=[CH:15][CH:16]=[CH:17][C:10]=2[S:9]1(=[O:19])=[O:18])[C:2]1[CH:7]=[CH:6][CH:5]=[CH:4][CH:3]=1.[NH3:20], predict the reaction product. The product is: [CH2:1]([NH:8][S:9]([C:10]1[CH:17]=[CH:16][CH:15]=[CH:14][C:11]=1[C:12]([NH2:20])=[O:13])(=[O:19])=[O:18])[C:2]1[CH:7]=[CH:6][CH:5]=[CH:4][CH:3]=1. (2) Given the reactants [CH2:1]([O:8][C:9]([NH:11][C@@H:12]([CH2:16][C:17]1[CH:18]=[C:19]([C:31]2[CH:36]=[CH:35][CH:34]=[CH:33][CH:32]=2)[C:20]([CH:23]2[S:27](=[O:29])(=[O:28])[NH:26][C:25](=[O:30])[CH2:24]2)=[CH:21][CH:22]=1)[C:13](O)=[O:14])=[O:10])[C:2]1[CH:7]=[CH:6][CH:5]=[CH:4][CH:3]=1.F[P-](F)(F)(F)(F)F.N1(O[P+](N(C)C)(N(C)C)N(C)C)C2C=CC=CC=2N=N1.[NH2:64][CH2:65][CH2:66][CH2:67][CH2:68][O:69][C:70]1[CH:79]=[CH:78][CH:77]=[C:76]([OH:80])[C:71]=1[C:72]([O:74][CH3:75])=[O:73].C(N(CC)C(C)C)(C)C, predict the reaction product. The product is: [CH2:1]([O:8][C:9]([NH:11][C@@H:12]([CH2:16][C:17]1[CH:18]=[C:19]([C:31]2[CH:36]=[CH:35][CH:34]=[CH:33][CH:32]=2)[C:20]([CH:23]2[S:27](=[O:29])(=[O:28])[NH:26][C:25](=[O:30])[CH2:24]2)=[CH:21][CH:22]=1)[C:13]([NH:64][CH2:65][CH2:66][CH2:67][CH2:68][O:69][C:70]1[CH:79]=[CH:78][CH:77]=[C:76]([OH:80])[C:71]=1[C:72]([O:74][CH3:75])=[O:73])=[O:14])=[O:10])[C:2]1[CH:7]=[CH:6][CH:5]=[CH:4][CH:3]=1.